This data is from Peptide-MHC class I binding affinity with 185,985 pairs from IEDB/IMGT. The task is: Regression. Given a peptide amino acid sequence and an MHC pseudo amino acid sequence, predict their binding affinity value. This is MHC class I binding data. (1) The peptide sequence is LYKLMGHFSW. The MHC is HLA-A26:01 with pseudo-sequence HLA-A26:01. The binding affinity (normalized) is 0.0849. (2) The peptide sequence is AARNIVRRA. The MHC is HLA-A68:02 with pseudo-sequence HLA-A68:02. The binding affinity (normalized) is 0. (3) The peptide sequence is TTTDGYAHV. The binding affinity (normalized) is 0.0847. The MHC is HLA-A29:02 with pseudo-sequence HLA-A29:02. (4) The peptide sequence is ASAHVRQSEY. The MHC is HLA-A32:01 with pseudo-sequence HLA-A32:01. The binding affinity (normalized) is 0.379. (5) The peptide sequence is TYLYNKYSF. The MHC is HLA-B15:01 with pseudo-sequence HLA-B15:01. The binding affinity (normalized) is 0.0847. (6) The MHC is HLA-A31:01 with pseudo-sequence HLA-A31:01. The binding affinity (normalized) is 0.0847. The peptide sequence is KMFHGGLRY.